Dataset: Reaction yield outcomes from USPTO patents with 853,638 reactions. Task: Predict the reaction yield, written as a fraction of the theoretical maximum amount of product (1.0 means a 100% yield; for example, 0.34 means a 34% yield). (1) The reactants are Br[C:2]1[CH:15]=[CH:14][CH:13]=[CH:12][C:3]=1[CH2:4][NH:5][C:6](=[O:11])[C:7]([F:10])([F:9])[F:8].CC1(C)C(C)(C)OB([C:24]2[CH:30]=[CH:29][C:27]([NH2:28])=[CH:26][CH:25]=2)O1.C1C=CC(P(C2C=CC=CC=2)C2C=CC=CC=2)=CC=1.C([O-])([O-])=O.[K+].[K+]. The catalyst is CN(C=O)C.CC([O-])=O.CC([O-])=O.[Pd+2]. The product is [NH2:28][C:27]1[CH:29]=[CH:30][C:24]([C:2]2[CH:15]=[CH:14][CH:13]=[CH:12][C:3]=2[CH2:4][NH:5][C:6](=[O:11])[C:7]([F:10])([F:9])[F:8])=[CH:25][CH:26]=1. The yield is 0.490. (2) The reactants are C(Cl)(=O)C(Cl)=O.CS(C)=O.[C:11]([O:15][C:16]([N:18]1[CH2:22][C@H:21]([C:23]2[CH:28]=[CH:27][CH:26]=[CH:25][CH:24]=2)[C@@H:20]([CH2:29][OH:30])[CH2:19]1)=[O:17])([CH3:14])([CH3:13])[CH3:12].C(N(C(C)C)CC)(C)C. The catalyst is ClCCl. The product is [C:11]([O:15][C:16]([N:18]1[CH2:22][C@H:21]([C:23]2[CH:24]=[CH:25][CH:26]=[CH:27][CH:28]=2)[C@@H:20]([CH:29]=[O:30])[CH2:19]1)=[O:17])([CH3:14])([CH3:13])[CH3:12]. The yield is 0.700. (3) The reactants are [Br:1]Br.[CH3:3][C:4]1[N:9]=[C:8]([OH:10])[CH:7]=[C:6]([CH3:11])[N:5]=1.S([O-])([O-])=O.[Na+].[Na+]. The catalyst is C(Cl)(Cl)Cl. The product is [Br:1][C:7]1[C:8]([OH:10])=[N:9][C:4]([CH3:3])=[N:5][C:6]=1[CH3:11]. The yield is 0.660. (4) The reactants are [C:1]1([C:7]2[CH:12]=[CH:11][CH:10]=[CH:9][C:8]=2[OH:13])[CH:6]=[CH:5][CH:4]=[CH:3][CH:2]=1.[OH-:14].[K+].Cl[CH2:17][C:18]1[CH:23]=[CH:22][CH:21]=[C:20]([CH2:24]Cl)[CH:19]=1.O. The catalyst is CS(C)=O. The product is [C:7]1([C:1]2[CH:2]=[CH:3][CH:4]=[CH:5][CH:6]=2)[CH:12]=[CH:11][CH:10]=[CH:9][C:8]=1[O:13][CH2:17][C:18]1[CH:23]=[CH:22][CH:21]=[C:20]([CH2:24][O:14][C:12]2[CH:11]=[CH:10][CH:9]=[CH:8][C:7]=2[C:1]2[CH:2]=[CH:3][CH:4]=[CH:5][CH:6]=2)[CH:19]=1. The yield is 0.950. (5) The yield is 0.380. The reactants are ClC(O[C:5]1[C:13]2[NH:12][C:11]([OH:14])=[N:10][C:9]=2[CH:8]=[CH:7][CH:6]=1)=O.[Cl:15][C:16]1[CH:17]=[C:18]([CH:20]=[CH:21][CH:22]=1)[NH2:19].C1C[O:26][CH2:25]C1. No catalyst specified. The product is [Cl:15][C:16]1[CH:17]=[C:18]([NH:19][C:25]([N:10]2[C:9]3[CH:8]=[CH:7][CH:6]=[CH:5][C:13]=3[NH:12][C:11]2=[O:14])=[O:26])[CH:20]=[CH:21][CH:22]=1. (6) The reactants are [CH:1]1([CH2:7][C:8]([NH:10][C:11]2[CH:12]=[N:13][C:14]([OH:17])=[CH:15][CH:16]=2)=[O:9])[CH2:6][CH2:5][CH2:4][CH2:3][CH2:2]1.[CH3:18][N:19]([C:23]1[CH:28]=[CH:27][CH:26]=[CH:25][CH:24]=1)[C:20](Cl)=[O:21].N12CCN(CC1)CC2.O. The catalyst is CN(C)C=O. The product is [CH:1]1([CH2:7][C:8]([NH:10][C:11]2[CH:16]=[CH:15][C:14]([O:17][C:20](=[O:21])[N:19]([CH3:18])[C:23]3[CH:28]=[CH:27][CH:26]=[CH:25][CH:24]=3)=[N:13][CH:12]=2)=[O:9])[CH2:6][CH2:5][CH2:4][CH2:3][CH2:2]1. The yield is 0.720. (7) The reactants are [NH2:1][C:2]1[CH:3]=[C:4]([C:9]2[S:13][C:12]([C:14]3([OH:18])[CH2:17][CH2:16][CH2:15]3)=[N:11][CH:10]=2)[CH:5]=[C:6]([CH3:8])[CH:7]=1.C(=O)([O-])[O-].[Cs+].[Cs+].Cl[C:26]1[N:31]=[C:30]([O:32][CH:33]2[CH2:36][O:35][CH2:34]2)[CH:29]=[CH:28][N:27]=1.CC1(C)C2C(=C(P(C3C=CC=CC=3)C3C=CC=CC=3)C=CC=2)OC2C(P(C3C=CC=CC=3)C3C=CC=CC=3)=CC=CC1=2. The catalyst is C([O-])(=O)C.[Pd+2].C([O-])(=O)C.O1CCOCC1. The product is [CH3:8][C:6]1[CH:5]=[C:4]([C:9]2[S:13][C:12]([C:14]3([OH:18])[CH2:17][CH2:16][CH2:15]3)=[N:11][CH:10]=2)[CH:3]=[C:2]([NH:1][C:26]2[N:31]=[C:30]([O:32][CH:33]3[CH2:36][O:35][CH2:34]3)[CH:29]=[CH:28][N:27]=2)[CH:7]=1. The yield is 0.660.